From a dataset of Forward reaction prediction with 1.9M reactions from USPTO patents (1976-2016). Predict the product of the given reaction. (1) Given the reactants [CH:1]1([CH2:7][NH:8][C:9]2[CH:10]=[C:11]([CH:15]3[O:17][CH:16]3[CH2:18][NH:19][C:20](=[O:26])[O:21][C:22]([CH3:25])([CH3:24])[CH3:23])[CH:12]=[CH:13][CH:14]=2)[CH2:6][CH2:5][CH2:4][CH2:3][CH2:2]1, predict the reaction product. The product is: [CH:1]1([CH2:7][NH:8][C:9]2[CH:10]=[C:11]([CH2:15][CH:16]([OH:17])[CH2:18][NH:19][C:20](=[O:26])[O:21][C:22]([CH3:23])([CH3:24])[CH3:25])[CH:12]=[CH:13][CH:14]=2)[CH2:2][CH2:3][CH2:4][CH2:5][CH2:6]1. (2) Given the reactants I[C:2]1[C:7](=[O:8])[N:6]2[CH:9]=[CH:10][S:11][C:5]2=[N:4][C:3]=1/[CH:12]=[CH:13]/[C:14]1[CH:19]=[CH:18][CH:17]=[C:16]([O:20][CH3:21])[C:15]=1[O:22][CH2:23][CH:24]([CH3:26])[CH3:25].B(O)(O)[C:28]1[CH:33]=[CH:32][C:31]([N:34]([CH3:36])[CH3:35])=[CH:30][CH:29]=1.C(=O)([O-])[O-].[Na+].[Na+].C(O)C, predict the reaction product. The product is: [CH3:35][N:34]([CH3:36])[C:31]1[CH:32]=[CH:33][C:28]([C:2]2[C:7](=[O:8])[N:6]3[CH:9]=[CH:10][S:11][C:5]3=[N:4][C:3]=2/[CH:12]=[CH:13]/[C:14]2[CH:19]=[CH:18][CH:17]=[C:16]([O:20][CH3:21])[C:15]=2[O:22][CH2:23][CH:24]([CH3:26])[CH3:25])=[CH:29][CH:30]=1.